From a dataset of Forward reaction prediction with 1.9M reactions from USPTO patents (1976-2016). Predict the product of the given reaction. (1) Given the reactants [CH2:1]([O:3][P:4]([C:9]([C:12]1[CH:21]=[C:20]2[C:15]([CH:16]=[CH:17][C:18]([CH:22]=O)=[N:19]2)=[CH:14][C:13]=1[Br:24])([F:11])[F:10])(=[O:8])[O:5][CH2:6][CH3:7])[CH3:2].Cl.[NH2:26][OH:27].C([O-])(=O)C.[Na+].C(=O)([O-])O.[Na+], predict the reaction product. The product is: [CH2:1]([O:3][P:4]([C:9]([C:12]1[CH:21]=[C:20]2[C:15]([CH:16]=[CH:17][C:18](/[CH:22]=[N:26]/[OH:27])=[N:19]2)=[CH:14][C:13]=1[Br:24])([F:11])[F:10])(=[O:8])[O:5][CH2:6][CH3:7])[CH3:2]. (2) Given the reactants [Cl:1][C:2]1[C:3]([F:42])=[C:4]([C@@H:8]2[C@:12]([C:15]3[CH:20]=[CH:19][C:18]([Cl:21])=[CH:17][C:16]=3[F:22])([C:13]#[N:14])[C@H:11]([CH2:23][C:24]([CH3:27])([CH3:26])[CH3:25])[NH:10][C@H:9]2[C:28]([NH:30][C:31]2[CH:39]=[CH:38][C:34]([C:35]([OH:37])=[O:36])=[CH:33][C:32]=2[O:40][CH3:41])=[O:29])[CH:5]=[CH:6][CH:7]=1.C(=O)([O-])[O-].[Cs+].[Cs+].[P:49]([O:61][CH2:62]Cl)([O:56][C:57]([CH3:60])([CH3:59])[CH3:58])([O:51][C:52]([CH3:55])([CH3:54])[CH3:53])=[O:50], predict the reaction product. The product is: [C:52]([O:51][P:49]([O:56][C:57]([CH3:60])([CH3:59])[CH3:58])([O:61][CH2:62][O:36][C:35](=[O:37])[C:34]1[CH:38]=[CH:39][C:31]([NH:30][C:28]([C@H:9]2[C@H:8]([C:4]3[CH:5]=[CH:6][CH:7]=[C:2]([Cl:1])[C:3]=3[F:42])[C@:12]([C:15]3[CH:20]=[CH:19][C:18]([Cl:21])=[CH:17][C:16]=3[F:22])([C:13]#[N:14])[C@H:11]([CH2:23][C:24]([CH3:26])([CH3:27])[CH3:25])[NH:10]2)=[O:29])=[C:32]([O:40][CH3:41])[CH:33]=1)=[O:50])([CH3:55])([CH3:54])[CH3:53].